This data is from Full USPTO retrosynthesis dataset with 1.9M reactions from patents (1976-2016). The task is: Predict the reactants needed to synthesize the given product. (1) Given the product [Cl:1][C:2]1[CH:3]=[CH:4][C:5]([OH:11])=[C:6](/[C:8](=[N:22]/[NH:21][C:19](=[O:20])[C:18]2[CH:23]=[CH:24][CH:25]=[C:16]([S:13]([CH3:12])(=[O:14])=[O:15])[CH:17]=2)/[CH3:9])[CH:7]=1, predict the reactants needed to synthesize it. The reactants are: [Cl:1][C:2]1[CH:3]=[CH:4][C:5]([OH:11])=[C:6]([C:8](=O)[CH3:9])[CH:7]=1.[CH3:12][S:13]([C:16]1[CH:17]=[C:18]([CH:23]=[CH:24][CH:25]=1)[C:19]([NH:21][NH2:22])=[O:20])(=[O:15])=[O:14]. (2) Given the product [CH3:27][N:26]1[C:22]([NH:21][C:17]2[N:16]=[C:15]([C:11]3[CH:10]=[N:9][NH:8][C:13](=[O:14])[CH:12]=3)[CH:20]=[CH:19][N:18]=2)=[CH:23][CH:24]=[N:25]1, predict the reactants needed to synthesize it. The reactants are: C([N:8]1[C:13](=[O:14])[CH:12]=[C:11]([C:15]2[CH:20]=[CH:19][N:18]=[C:17]([NH:21][C:22]3[N:26]([CH3:27])[N:25]=[CH:24][CH:23]=3)[N:16]=2)[CH:10]=[N:9]1)C1C=CC=CC=1.[Al+3].[Cl-].[Cl-].[Cl-]. (3) The reactants are: N1C(Cl)=NC(Cl)=NC=1Cl.O.N[C:12]1[C:25]2[C:24](=[O:26])[C:23]3[C:18](=[CH:19][CH:20]=[CH:21][CH:22]=3)[C:17](=[O:27])[C:16]=2[C:15](NC2C=CC(N)=CC=2)=[CH:14][CH:13]=1. Given the product [CH:19]1[C:18]2[C:17](=[O:27])[C:16]3[C:25](=[CH:12][CH:13]=[CH:14][CH:15]=3)[C:24](=[O:26])[C:23]=2[CH:22]=[CH:21][CH:20]=1, predict the reactants needed to synthesize it. (4) Given the product [F:3][C:4]1[CH:12]=[C:11]2[C:7]([CH:8]=[CH:9][N:10]2[CH2:31][C:26]2[CH:27]=[CH:28][CH:29]=[CH:30][N:25]=2)=[CH:6][C:5]=1[N:13]1[C:21](=[O:22])[C:20]2[C:15](=[CH:16][CH:17]=[CH:18][CH:19]=2)[C:14]1=[O:23], predict the reactants needed to synthesize it. The reactants are: [H-].[Na+].[F:3][C:4]1[CH:12]=[C:11]2[C:7]([CH:8]=[CH:9][NH:10]2)=[CH:6][C:5]=1[N:13]1[C:21](=[O:22])[C:20]2[C:15](=[CH:16][CH:17]=[CH:18][CH:19]=2)[C:14]1=[O:23].Cl.[N:25]1[CH:30]=[CH:29][CH:28]=[CH:27][C:26]=1[CH2:31]Cl.C(=O)([O-])[O-].[K+].[K+].OC1C=CC=C[N+]=1[O-].CCN=C=NCCCN(C)C. (5) Given the product [Cl:10][C:5]1[CH:4]=[C:3]([C:19](=[O:26])[CH2:18][O:17][C:16]2[CH:21]=[CH:22][C:13]([O:12][CH3:11])=[CH:14][CH:15]=2)[CH:8]=[CH:7][C:6]=1[Cl:9], predict the reactants needed to synthesize it. The reactants are: [Mg].Br[C:3]1[CH:8]=[CH:7][C:6]([Cl:9])=[C:5]([Cl:10])[CH:4]=1.[CH3:11][O:12][C:13]1[CH:22]=[CH:21][C:16]([O:17][CH2:18][C:19]#N)=[CH:15][CH:14]=1.Cl.C([O:26]CC)C. (6) Given the product [C:32]1([C:22]2[N:23]=[C:24]([C:26]3[CH:31]=[CH:30][CH:29]=[CH:28][CH:27]=3)[N:25]=[C:20]([C:17]3[CH:18]=[CH:19][C:14]([C:3]4[CH:2]=[CH:1][C:9]5[C:8]6[CH:10]=[CH:11][CH:12]=[C:13]([Si:47]([CH3:50])([CH3:49])[CH3:48])[C:7]=6[O:6][C:5]=5[CH:4]=4)=[CH:15][CH:16]=3)[N:21]=2)[CH:33]=[CH:34][CH:35]=[CH:36][CH:37]=1, predict the reactants needed to synthesize it. The reactants are: [CH:1]1[C:9]2[C:8]3[CH:10]=[CH:11][CH:12]=[CH:13][C:7]=3[O:6][C:5]=2[CH:4]=[C:3]([C:14]2[CH:19]=[CH:18][C:17]([C:20]3[N:25]=[C:24]([C:26]4[CH:31]=[CH:30][CH:29]=[CH:28][CH:27]=4)[N:23]=[C:22]([C:32]4[CH:37]=[CH:36][CH:35]=[CH:34][CH:33]=4)[N:21]=3)=[CH:16][CH:15]=2)[CH:2]=1.CN(CCN(C)C)C.Cl[Si:47]([CH3:50])([CH3:49])[CH3:48]. (7) Given the product [C:1]([O:9][C:10]1[CH:15]=[CH:14][CH:13]=[CH:12][C:11]=1[CH2:16][CH2:17][C:18]([N:33]1[CH2:32][CH2:31][NH:30][CH2:29][C@H:28]1[CH2:21][C:22]1[CH:23]=[CH:24][CH:25]=[CH:26][CH:27]=1)=[O:20])(=[O:8])[C:2]1[CH:3]=[CH:4][CH:5]=[CH:6][CH:7]=1, predict the reactants needed to synthesize it. The reactants are: [C:1]([O:9][C:10]1[CH:15]=[CH:14][CH:13]=[CH:12][C:11]=1[CH2:16][CH2:17][C:18]([OH:20])=O)(=[O:8])[C:2]1[CH:7]=[CH:6][CH:5]=[CH:4][CH:3]=1.[CH2:21]([C@H:28]1[NH:33][CH2:32][CH2:31][N:30](C(OC(C)(C)C)=O)[CH2:29]1)[C:22]1[CH:27]=[CH:26][CH:25]=[CH:24][CH:23]=1.CCN=C=NCCCN(C)C.C1C=CC2N(O)N=NC=2C=1. (8) Given the product [F:23][C:20]1[CH:21]=[CH:22][C:16]2[O:15][CH2:14][CH:13]([CH2:12][N:25]([CH3:24])[CH2:26][CH3:27])[O:18][C:17]=2[CH:19]=1, predict the reactants needed to synthesize it. The reactants are: CC1C=CC(S(O[CH2:12][CH:13]2[O:18][C:17]3[CH:19]=[C:20]([F:23])[CH:21]=[CH:22][C:16]=3[O:15][CH2:14]2)(=O)=O)=CC=1.[CH3:24][NH:25][CH2:26][CH3:27]. (9) Given the product [ClH:4].[C:27]([C:24]1[CH:25]=[CH:26][C:21]([C:20]([N:17]2[C@@H:18]([CH3:19])[C@H:12]([NH2:11])[C:13](=[O:35])[NH:14][C:15]3[CH:34]=[CH:33][CH:32]=[CH:31][C:16]2=3)=[O:30])=[CH:22][CH:23]=1)(=[O:29])[CH3:28], predict the reactants needed to synthesize it. The reactants are: C([Cl:4])(=O)C.C(OC(=O)[NH:11][C@H:12]1[C@H:18]([CH3:19])[N:17]([C:20](=[O:30])[C:21]2[CH:26]=[CH:25][C:24]([C:27](=[O:29])[CH3:28])=[CH:23][CH:22]=2)[C:16]2[CH:31]=[CH:32][CH:33]=[CH:34][C:15]=2[NH:14][C:13]1=[O:35])(C)(C)C.